From a dataset of Full USPTO retrosynthesis dataset with 1.9M reactions from patents (1976-2016). Predict the reactants needed to synthesize the given product. Given the product [C:32]([O:31][C:29]([N:12]1[C@H:8]([CH2:7][C:4]2[CH:5]=[CH:6][C:1]([C:16]3[CH:21]=[CH:20][CH:19]=[CH:18][CH:17]=3)=[CH:2][CH:3]=2)[CH2:9][C:10](=[CH2:14])[C:11]1=[O:13])=[O:30])([CH3:35])([CH3:34])[CH3:33], predict the reactants needed to synthesize it. The reactants are: [C:1]1([C:16]2[CH:21]=[CH:20][CH:19]=[CH:18][CH:17]=2)[CH:6]=[CH:5][C:4]([CH2:7][C@H:8]2[NH:12][C:11](=[O:13])[CH:10]([CH2:14]I)[CH2:9]2)=[CH:3][CH:2]=1.C1(C)C=CC=CC=1.[C:29](O[C:29]([O:31][C:32]([CH3:35])([CH3:34])[CH3:33])=[O:30])([O:31][C:32]([CH3:35])([CH3:34])[CH3:33])=[O:30].